From a dataset of Catalyst prediction with 721,799 reactions and 888 catalyst types from USPTO. Predict which catalyst facilitates the given reaction. (1) Reactant: [Cl:1][C:2]1[CH:3]=[C:4]([C:9]2[CH:14]=[C:13]([C:15]([F:18])([F:17])[F:16])[N:12]=[C:11]([N:19]3[CH:23]=[C:22]([Sn](CCCC)(CCCC)CCCC)[N:21]=[CH:20]3)[N:10]=2)[CH:5]=[CH:6][C:7]=1[Cl:8].[CH3:37][C:38]([NH:41][S:42]([C:45]1[S:49][C:48](Br)=[CH:47][CH:46]=1)(=[O:44])=[O:43])([CH3:40])[CH3:39].CCCCCC. Product: [C:38]([NH:41][S:42]([C:45]1[S:49][C:48]([C:22]2[N:21]=[CH:20][N:19]([C:11]3[N:10]=[C:9]([C:4]4[CH:5]=[CH:6][C:7]([Cl:8])=[C:2]([Cl:1])[CH:3]=4)[CH:14]=[C:13]([C:15]([F:18])([F:16])[F:17])[N:12]=3)[CH:23]=2)=[CH:47][CH:46]=1)(=[O:43])=[O:44])([CH3:40])([CH3:37])[CH3:39]. The catalyst class is: 11. (2) Reactant: [Cl:1][C:2]1[CH:7]=[CH:6][CH:5]=[CH:4][C:3]=1[N:8]1[C:17](=[O:18])[C:16]2[C:11](=[N:12][C:13](S(C)=O)=[N:14][CH:15]=2)[N:10]2[CH:22]=[CH:23][N:24]=[C:9]12.[NH2:25][C:26]1[CH:31]=[CH:30][C:29]([CH:32]2[CH2:36][CH2:35][CH2:34][N:33]2C(OC(C)(C)C)=O)=[CH:28][CH:27]=1.[F:44][C:45]([F:50])([F:49])[C:46]([OH:48])=[O:47]. Product: [Cl:1][C:2]1[CH:7]=[CH:6][CH:5]=[CH:4][C:3]=1[N:8]1[C:17](=[O:18])[C:16]2[CH:15]=[N:14][C:13]([NH:25][C:26]3[CH:27]=[CH:28][C:29]([CH:32]4[CH2:36][CH2:35][CH2:34][NH:33]4)=[CH:30][CH:31]=3)=[N:12][C:11]=2[N:10]2[CH:22]=[CH:23][N:24]=[C:9]12.[F:44][C:45]([F:50])([F:49])[C:46]([OH:48])=[O:47]. The catalyst class is: 13. (3) The catalyst class is: 458. Product: [Cl:1][C:2]1[CH:7]=[CH:6][C:5]([N:8]2[CH2:14][CH2:13][C:12](=[O:15])[N:11]([CH2:16][CH2:17][CH2:18][C:19]([N:21]3[CH2:28][CH2:27][C:24]4([CH2:26][CH2:25]4)[C@H:23]([OH:29])[CH2:22]3)=[O:20])[CH2:10][C@H:9]2[CH3:30])=[CH:4][C:3]=1[C:31]([F:32])([F:33])[F:34]. Reactant: [Cl:1][C:2]1[CH:7]=[CH:6][C:5]([N:8]2[CH:14]=[CH:13][C:12](=[O:15])[N:11]([CH2:16][CH2:17][CH2:18][C:19]([N:21]3[CH2:28][CH2:27][C:24]4([CH2:26][CH2:25]4)[C@H:23]([OH:29])[CH2:22]3)=[O:20])[CH2:10][C@H:9]2[CH3:30])=[CH:4][C:3]=1[C:31]([F:34])([F:33])[F:32].C(O)(=O)C.